This data is from Merck oncology drug combination screen with 23,052 pairs across 39 cell lines. The task is: Regression. Given two drug SMILES strings and cell line genomic features, predict the synergy score measuring deviation from expected non-interaction effect. Drug 1: CC(=O)OC1C(=O)C2(C)C(O)CC3OCC3(OC(C)=O)C2C(OC(=O)c2ccccc2)C2(O)CC(OC(=O)C(O)C(NC(=O)c3ccccc3)c3ccccc3)C(C)=C1C2(C)C. Drug 2: NC(=O)c1cccc2cn(-c3ccc(C4CCCNC4)cc3)nc12. Cell line: VCAP. Synergy scores: synergy=-9.59.